Dataset: Forward reaction prediction with 1.9M reactions from USPTO patents (1976-2016). Task: Predict the product of the given reaction. (1) Given the reactants [F:1][C:2]([F:37])([F:36])[C:3]1[CH:8]=[C:7]([C:9]([F:12])([F:11])[F:10])[CH:6]=[CH:5][C:4]=1[C:13]1[CH:17]=[C:16]([CH2:18][N:19]2[CH:24]=[C:23]3[N:25]=[C:26]([C:28]4[CH:33]=[CH:32][CH:31]=[C:30]([F:34])[C:29]=4[F:35])[N:27]=[C:22]3[CH:21]=[N:20]2)[O:15][N:14]=1.C1C(=O)N([Br:45])C(=O)C1, predict the reaction product. The product is: [F:37][C:2]([F:36])([F:1])[C:3]1[CH:8]=[C:7]([C:9]([F:12])([F:11])[F:10])[CH:6]=[CH:5][C:4]=1[C:13]1[C:17]([Br:45])=[C:16]([CH2:18][N:19]2[CH:24]=[C:23]3[N:25]=[C:26]([C:28]4[CH:33]=[CH:32][CH:31]=[C:30]([F:34])[C:29]=4[F:35])[N:27]=[C:22]3[CH:21]=[N:20]2)[O:15][N:14]=1. (2) Given the reactants [NH2:1][C:2]1[CH:6]=[C:5]([C:7]([O:9][CH3:10])=[O:8])[N:4]([CH2:11][C:12]2[CH:17]=[CH:16][C:15]([O:18][CH3:19])=[CH:14][CH:13]=2)[N:3]=1.[Cl:20][CH2:21][CH2:22][N:23]=[C:24]=[O:25].C(N(CC)C(C)C)(C)C, predict the reaction product. The product is: [Cl:20][CH2:21][CH2:22][NH:23][C:24](=[O:25])[NH:1][C:2]1[CH:6]=[C:5]([C:7]([O:9][CH3:10])=[O:8])[N:4]([CH2:11][C:12]2[CH:13]=[CH:14][C:15]([O:18][CH3:19])=[CH:16][CH:17]=2)[N:3]=1.